The task is: Predict which catalyst facilitates the given reaction.. This data is from Catalyst prediction with 721,799 reactions and 888 catalyst types from USPTO. (1) The catalyst class is: 254. Reactant: [NH:1]=[C:2]1[NH:8][C:7](=[NH:9])[NH:6][C:5](=[NH:10])[C:4]2[N:11]([C@@H]3O[C@H](CO)[C@@H](O)[C@H]3O)[CH:12]=[N:13][C:3]1=2.C[O-].[Na+].[Na].C(O[C@@H]1[C@H](OC(=O)C2C=CC=CC=2)[C@@H](COC(=O)C2C=CC=CC=2)O[C@H]1N1C2C(=N)NC(=N)NC(=N)C=2N=C1)(=O)C1C=CC=CC=1.Cl. Product: [NH2:10][C:5]1[C:4]2[N:11]=[CH:12][NH:13][C:3]=2[C:2]([NH2:1])=[N:8][C:7](=[NH:9])[N:6]=1. (2) Reactant: [Cl:1][C:2]1[S:6][C:5]([S:7]([NH2:10])(=[O:9])=[O:8])=[CH:4][CH:3]=1.[C:11](ON1C(=O)CCC1=O)(ON1C(=O)CCC1=O)=[O:12].N12CCCN=C1CCCCC2.[Cl:40][C:41]1[C:42]([N:52]2[CH2:57][CH2:56][NH:55][CH2:54][CH2:53]2)=[N:43][CH:44]=[C:45]([CH:51]=1)[C:46]([O:48][CH2:49][CH3:50])=[O:47]. Product: [Cl:40][C:41]1[C:42]([N:52]2[CH2:57][CH2:56][N:55]([C:11]([NH:10][S:7]([C:5]3[S:6][C:2]([Cl:1])=[CH:3][CH:4]=3)(=[O:9])=[O:8])=[O:12])[CH2:54][CH2:53]2)=[N:43][CH:44]=[C:45]([CH:51]=1)[C:46]([O:48][CH2:49][CH3:50])=[O:47]. The catalyst class is: 23. (3) Product: [CH2:1]1[C@H:8]2[C@H:4]([CH2:5][CH:6]([OH:9])[CH2:7]2)[CH2:3][C:2]21[O:10][CH2:11][CH2:12][O:13]2. Reactant: [CH2:1]1[C@H:8]2[C@H:4]([CH2:5][C:6](=[O:9])[CH2:7]2)[CH2:3][C:2]21[O:13][CH2:12][CH2:11][O:10]2.[BH4-].[Na+]. The catalyst class is: 5.